Dataset: Catalyst prediction with 721,799 reactions and 888 catalyst types from USPTO. Task: Predict which catalyst facilitates the given reaction. Reactant: Cl.[Br:2][C:3]1[CH:7]=[C:6]([C:8]2([O:12][CH3:13])[CH2:11][NH:10][CH2:9]2)[N:5]([CH3:14])[N:4]=1.C(N(CC)CC)C.[C:22](Cl)(=[O:24])[CH3:23].C(=O)([O-])O.[Na+]. Product: [Br:2][C:3]1[CH:7]=[C:6]([C:8]2([O:12][CH3:13])[CH2:11][N:10]([C:22](=[O:24])[CH3:23])[CH2:9]2)[N:5]([CH3:14])[N:4]=1. The catalyst class is: 7.